This data is from Full USPTO retrosynthesis dataset with 1.9M reactions from patents (1976-2016). The task is: Predict the reactants needed to synthesize the given product. Given the product [C:28]1([C:15]2([CH2:14][O:13][CH2:12][C:10]3[CH:11]=[CH:2][CH:3]=[C:4]4[C:9]=3[N:8]=[CH:7][CH:6]=[CH:5]4)[CH2:20][CH2:19][NH:18][CH2:17][CH2:16]2)[CH:33]=[CH:32][CH:31]=[CH:30][CH:29]=1, predict the reactants needed to synthesize it. The reactants are: Br[C:2]1[CH:3]=[C:4]2[C:9](=[C:10]([CH2:12][O:13][CH2:14][C:15]3([C:28]4[CH:33]=[CH:32][CH:31]=[CH:30][CH:29]=4)[CH2:20][CH2:19][N:18](C(OC(C)(C)C)=O)[CH2:17][CH2:16]3)[CH:11]=1)[N:8]=[CH:7][CH:6]=[CH:5]2.C(OCC)(=O)C.FC(F)(F)C(O)=O.C(Cl)Cl.